This data is from Full USPTO retrosynthesis dataset with 1.9M reactions from patents (1976-2016). The task is: Predict the reactants needed to synthesize the given product. Given the product [F:29][C:25]1[CH:24]=[C:23]([CH2:22][NH:21][C:19]([C:18]2[C:13]([O:1][CH:2]3[CH2:5][O:4][CH2:3]3)=[N:14][C:15]([N:31]3[CH2:36][CH2:35][O:34][CH2:33][CH2:32]3)=[CH:16][C:17]=2[CH3:30])=[O:20])[CH:28]=[CH:27][CH:26]=1, predict the reactants needed to synthesize it. The reactants are: [OH:1][CH:2]1[CH2:5][O:4][CH2:3]1.CC([O-])(C)C.[K+].Cl[C:13]1[C:18]([C:19]([NH:21][CH2:22][C:23]2[CH:28]=[CH:27][CH:26]=[C:25]([F:29])[CH:24]=2)=[O:20])=[C:17]([CH3:30])[CH:16]=[C:15]([N:31]2[CH2:36][CH2:35][O:34][CH2:33][CH2:32]2)[N:14]=1.O.